Dataset: Reaction yield outcomes from USPTO patents with 853,638 reactions. Task: Predict the reaction yield, written as a fraction of the theoretical maximum amount of product (1.0 means a 100% yield; for example, 0.34 means a 34% yield). (1) The reactants are [CH3:1][O:2][CH2:3][CH2:4][O:5][C:6](=[O:15])[NH:7][CH2:8][C@@H:9]1[CH2:14][CH2:13][CH2:12][NH:11][CH2:10]1.Cl[C:17]1[C:26]2[C:21](=[CH:22][C:23]([CH3:27])=[CH:24][CH:25]=2)[N:20]=[C:19]([C:28]2[C:33]([F:34])=[CH:32][CH:31]=[CH:30][C:29]=2[OH:35])[N:18]=1.C(N(CC)CC)C. The catalyst is C(Cl)Cl. The product is [CH3:1][O:2][CH2:3][CH2:4][O:5][C:6](=[O:15])[NH:7][CH2:8][C@@H:9]1[CH2:14][CH2:13][CH2:12][N:11]([C:17]2[C:26]3[C:21](=[CH:22][C:23]([CH3:27])=[CH:24][CH:25]=3)[N:20]=[C:19]([C:28]3[C:29]([OH:35])=[CH:30][CH:31]=[CH:32][C:33]=3[F:34])[N:18]=2)[CH2:10]1. The yield is 0.880. (2) The reactants are [C:1]([O:5][C:6](=[O:34])[NH:7][C@@H:8]([C:28]1[CH:33]=[CH:32][CH:31]=[CH:30][CH:29]=1)[C:9]([N:11]1[CH2:15][CH2:14][CH2:13][C@H:12]1[C:16](=[O:27])[NH:17][C:18]1[N:19]=[C:20]2[N:24]([CH:25]=1)[CH:23]=[C:22](Br)[S:21]2)=[O:10])([CH3:4])([CH3:3])[CH3:2].[C:35]([NH:42][C:43]1[CH:48]=[CH:47][C:46](B2OC(C)(C)C(C)(C)O2)=[CH:45][CH:44]=1)([O:37][C:38]([CH3:41])([CH3:40])[CH3:39])=[O:36]. No catalyst specified. The product is [C:38]([O:37][C:35](=[O:36])[NH:42][C:43]1[CH:44]=[CH:45][C:46]([C:22]2[S:21][C:20]3=[N:19][C:18]([NH:17][C:16]([C@@H:12]4[CH2:13][CH2:14][CH2:15][N:11]4[C:9](=[O:10])[C@@H:8]([NH:7][C:6]([O:5][C:1]([CH3:4])([CH3:3])[CH3:2])=[O:34])[C:28]4[CH:33]=[CH:32][CH:31]=[CH:30][CH:29]=4)=[O:27])=[CH:25][N:24]3[CH:23]=2)=[CH:47][CH:48]=1)([CH3:41])([CH3:39])[CH3:40]. The yield is 0.0500. (3) The reactants are Br[C:2]1[CH:10]=[C:9]2[C:5]([CH:6]=[CH:7][NH:8]2)=[CH:4][CH:3]=1.[H-].[K+].C([Li])(C)(C)C.[B:18](OCCCC)([O:24]CCCC)[O:19]CCCC.Cl. The catalyst is C1COCC1. The product is [NH:8]1[C:9]2[C:5](=[CH:4][CH:3]=[C:2]([B:18]([OH:24])[OH:19])[CH:10]=2)[CH:6]=[CH:7]1. The yield is 0.680. (4) The reactants are [CH3:1][N:2]([S:28]([C:31]1[S:32][CH:33]=[CH:34][CH:35]=1)(=[O:30])=[O:29])[C:3]1[CH:4]=[C:5]([O:23][C:24]([F:27])([F:26])[F:25])[CH:6]=[C:7]2[C:11]=1[NH:10][C:9]([C:12]1[S:13][CH:14]([CH2:17][C:18](OCC)=[O:19])[CH2:15][N:16]=1)=[CH:8]2.O1CCCC1.CO.[BH4-].[Li+]. The catalyst is O. The product is [OH:19][CH2:18][CH2:17][CH:14]1[S:13][C:12]([C:9]2[NH:10][C:11]3[C:7]([CH:8]=2)=[CH:6][C:5]([O:23][C:24]([F:26])([F:25])[F:27])=[CH:4][C:3]=3[N:2]([CH3:1])[S:28]([C:31]2[S:32][CH:33]=[CH:34][CH:35]=2)(=[O:30])=[O:29])=[N:16][CH2:15]1. The yield is 0.340. (5) The reactants are [Cl:1][C:2]1[N:7]=[C:6](Cl)[C:5]([F:9])=[CH:4][N:3]=1.COB([C:14]1[CH:19]=[CH:18][C:17]([C:20]([OH:22])=[O:21])=[CH:16][CH:15]=1)O.[C:23]([O-])([O-])=O.[Na+].[Na+]. The catalyst is COCCOC.C1C=CC([P]([Pd]([P](C2C=CC=CC=2)(C2C=CC=CC=2)C2C=CC=CC=2)([P](C2C=CC=CC=2)(C2C=CC=CC=2)C2C=CC=CC=2)[P](C2C=CC=CC=2)(C2C=CC=CC=2)C2C=CC=CC=2)(C2C=CC=CC=2)C2C=CC=CC=2)=CC=1. The product is [CH3:23][O:22][C:20](=[O:21])[C:17]1[CH:16]=[CH:15][C:14]([C:6]2[C:5]([F:9])=[CH:4][N:3]=[C:2]([Cl:1])[N:7]=2)=[CH:19][CH:18]=1. The yield is 0.460.